From a dataset of Forward reaction prediction with 1.9M reactions from USPTO patents (1976-2016). Predict the product of the given reaction. Given the reactants C(OC([N:8]([CH2:35][CH2:36][C:37]([OH:39])=[O:38])[CH2:9][C:10]([N:12]1[C:20]2[C:15](=[CH:16][C:17]([O:21][CH2:22][C:23]3[CH:28]=[CH:27][C:26]([CH2:29][CH3:30])=[C:25]([C:31]([F:34])([F:33])[F:32])[CH:24]=3)=[CH:18][CH:19]=2)[CH2:14][CH2:13]1)=[O:11])=O)(C)(C)C.[ClH:40].O1CCOCC1, predict the reaction product. The product is: [ClH:40].[CH2:29]([C:26]1[CH:27]=[CH:28][C:23]([CH2:22][O:21][C:17]2[CH:16]=[C:15]3[C:20](=[CH:19][CH:18]=2)[N:12]([C:10](=[O:11])[CH2:9][NH:8][CH2:35][CH2:36][C:37]([OH:39])=[O:38])[CH2:13][CH2:14]3)=[CH:24][C:25]=1[C:31]([F:33])([F:32])[F:34])[CH3:30].